This data is from Full USPTO retrosynthesis dataset with 1.9M reactions from patents (1976-2016). The task is: Predict the reactants needed to synthesize the given product. (1) Given the product [NH:2]([CH:6]1[CH2:5][CH2:4][CH2:11][CH2:12][N:13]([C:18]([O:20][C:21]([CH3:22])([CH3:24])[CH3:23])=[O:19])[CH2:14]1)[C:7]([NH2:8])=[NH:9], predict the reactants needed to synthesize it. The reactants are: Cl.[N:2]1([C:7](=[NH:9])[NH2:8])[CH:6]=[CH:5][CH:4]=N1.N[CH:11]1CCC[CH2:14][N:13]([C:18]([O:20][C:21]([CH3:24])([CH3:23])[CH3:22])=[O:19])[CH2:12]1.C(N(CC)CC)C. (2) The reactants are: [CH3:1][C:2]([CH3:28])([CH3:27])[C:3]([C:5]1[C:13]2[C:8](=[N:9][CH:10]=[C:11]([Sn](CCCC)(CCCC)CCCC)[N:12]=2)[NH:7][CH:6]=1)=[O:4].Br[C:30]1[CH:35]=[CH:34][CH:33]=[C:32]([N:36]2[CH2:40][CH2:39][CH2:38][CH2:37]2)[N:31]=1. Given the product [CH3:28][C:2]([CH3:1])([CH3:27])[C:3]([C:5]1[C:13]2[C:8](=[N:9][CH:10]=[C:11]([C:30]3[CH:35]=[CH:34][CH:33]=[C:32]([N:36]4[CH2:40][CH2:39][CH2:38][CH2:37]4)[N:31]=3)[N:12]=2)[NH:7][CH:6]=1)=[O:4], predict the reactants needed to synthesize it. (3) Given the product [NH2:1][C:2]1[C:3]([C:21]([NH2:23])=[O:22])=[N:4][C:5]([C:14]2[CH:19]=[CH:18][C:17](=[O:20])[N:16]([CH3:26])[CH:15]=2)=[C:6]([C:8]2[CH:9]=[CH:10][CH:11]=[CH:12][CH:13]=2)[N:7]=1, predict the reactants needed to synthesize it. The reactants are: [NH2:1][C:2]1[C:3]([C:21]([NH2:23])=[O:22])=[N:4][C:5]([C:14]2[CH:19]=[CH:18][C:17](=[O:20])[NH:16][CH:15]=2)=[C:6]([C:8]2[CH:13]=[CH:12][CH:11]=[CH:10][CH:9]=2)[N:7]=1.CI.[CH3:26]COC(C)=O.O. (4) The reactants are: [F:1][C:2]1[CH:3]=[C:4]([C:8]2[N:9]=[C:10]([CH:18]3[CH2:23][CH2:22][CH:21]([C:24]([OH:26])=[O:25])[CH2:20][CH2:19]3)[CH:11]=[C:12]3[C:17]=2[N:16]=[CH:15][CH:14]=[CH:13]3)[CH:5]=[CH:6][CH:7]=1.O.[OH-].[Na+]. Given the product [F:1][C:2]1[CH:3]=[C:4]([C:8]2[N:9]=[C:10]([C@H:18]3[CH2:19][CH2:20][C@H:21]([C:24]([OH:26])=[O:25])[CH2:22][CH2:23]3)[CH:11]=[C:12]3[C:17]=2[N:16]=[CH:15][CH:14]=[CH:13]3)[CH:5]=[CH:6][CH:7]=1, predict the reactants needed to synthesize it. (5) Given the product [Cl:9][C:10]([Cl:15])([Cl:14])[C:11]([C:5]1[N:4]([CH2:3][O:2][CH3:1])[CH:8]=[CH:7][N:6]=1)=[O:12], predict the reactants needed to synthesize it. The reactants are: [CH3:1][O:2][CH2:3][N:4]1[CH:8]=[CH:7][N:6]=[CH:5]1.[Cl:9][C:10]([Cl:15])([Cl:14])[C:11](Cl)=[O:12].CCN(CC)CC. (6) Given the product [CH2:34]([N:23]1[CH2:24][C@H:25]([C:26]2[CH:31]=[CH:30][C:29]([Cl:32])=[C:28]([F:33])[CH:27]=2)[C@@H:21]([C:19]([OH:4])=[O:3])[CH2:22]1)[C:35]1[CH:36]=[CH:37][CH:38]=[CH:39][CH:40]=1, predict the reactants needed to synthesize it. The reactants are: OO.[OH2:3].[OH-:4].[Li+].C([C@@H]1COC(=O)N1[C:19]([C@@H:21]1[C@@H:25]([C:26]2[CH:31]=[CH:30][C:29]([Cl:32])=[C:28]([F:33])[CH:27]=2)[CH2:24][N:23]([CH2:34][C:35]2[CH:40]=[CH:39][CH:38]=[CH:37][CH:36]=2)[CH2:22]1)=O)C1C=CC=CC=1. (7) Given the product [O:17]=[C:7]1[C:6]2=[N:5][N:4]([CH2:1][CH2:2][CH3:3])[C:16]([C:31]([OH:33])=[O:32])=[C:15]2[C:14]2[CH:13]=[CH:12][CH:11]=[CH:10][C:9]=2[NH:8]1, predict the reactants needed to synthesize it. The reactants are: [CH2:1]([N:4]1[CH:16]=[C:15]2[C:6]([C:7](=[O:17])[NH:8][C:9]3[CH:10]=[CH:11][CH:12]=[CH:13][C:14]=32)=[N:5]1)[CH2:2][CH3:3].CN(C)CCN(C)C.C([Li])CCC.[C:31](=[O:33])=[O:32]. (8) Given the product [F:18][C:14]1[CH:13]=[C:12]2[C:17](=[CH:16][CH:15]=1)[N:8]([CH:6]=[O:5])[CH2:9][CH2:10][CH2:11]2, predict the reactants needed to synthesize it. The reactants are: C([O:5][C:6]([N:8]1[C:17]2[C:12](=[CH:13][C:14]([F:18])=[CH:15][CH:16]=2)[CH2:11][CH2:10][CH2:9]1)=O)(C)(C)C.C(O)=O.C(OC(=O)C)(=O)C.